This data is from Catalyst prediction with 721,799 reactions and 888 catalyst types from USPTO. The task is: Predict which catalyst facilitates the given reaction. (1) Reactant: [CH3:1][C@:2]12[CH2:14][CH2:13][NH:12][C@H:11]1[C:10]1[CH:9]=[CH:8][CH:7]=[CH:6][C:5]=1[NH:4][C@H:3]2[C:15]1[CH:19]=[CH:18][S:17][CH:16]=1.[C:20]([NH:28][C@@H:29]1[CH2:34][CH2:33][CH2:32][CH2:31][C@@H:30]1[C:35](O)=[O:36])(=[O:27])[C:21]1[CH:26]=[CH:25][CH:24]=[CH:23][CH:22]=1.C(N(CC)CC)C.CCOC(OC(OCC)=O)=O.C(=O)([O-])O.[Na+]. Product: [CH3:1][C@@:2]12[CH2:14][CH2:13][N:12]([C:35]([C@H:30]3[CH2:31][CH2:32][CH2:33][CH2:34][C@H:29]3[NH:28][C:20](=[O:27])[C:21]3[CH:22]=[CH:23][CH:24]=[CH:25][CH:26]=3)=[O:36])[C@@H:11]1[C:10]1[CH:9]=[CH:8][CH:7]=[CH:6][C:5]=1[NH:4][C@@H:3]2[C:15]1[CH:19]=[CH:18][S:17][CH:16]=1. The catalyst class is: 841. (2) Reactant: C(OC([N:8]1[CH2:11][CH:10]([O:12][C:13]2[CH:18]=[C:17]([Cl:19])[CH:16]=[CH:15][C:14]=2[OH:20])[CH2:9]1)=O)(C)(C)C.Cl. Product: [ClH:19].[NH:8]1[CH2:11][CH:10]([O:12][C:13]2[CH:18]=[C:17]([Cl:19])[CH:16]=[CH:15][C:14]=2[OH:20])[CH2:9]1. The catalyst class is: 817. (3) Reactant: [F:1][C:2]([F:15])([F:14])[C:3]1[CH:4]=[C:5](Br)[CH:6]=[C:7]([C:9]([F:12])([F:11])[F:10])[CH:8]=1.C1(N(C)C)CCCCC1.[CH3:25][C:26]([N:28]([CH3:30])C)=O.CN1[C:36]([CH3:37])=[CH:35][C:34]([C:38]([F:41])([F:40])[F:39])=[N:33]1. Product: [CH:36]([C:35]1[CH:34]([C:38]([F:41])([F:40])[F:39])[N:33]([C:5]2[CH:4]=[C:3]([C:2]([F:15])([F:14])[F:1])[CH:8]=[C:7]([C:9]([F:12])([F:11])[F:10])[CH:6]=2)[N:28]([CH3:30])[C:26]=1[CH3:25])=[CH2:37]. The catalyst class is: 93. (4) Reactant: [C:1](O)(=O)[C:2]1[C:3](=[CH:5][CH:6]=[CH:7][CH:8]=1)[NH2:4].[C:11]([OH:14])(=O)C.C(N)=[NH:16].N. Product: [NH:4]1[C:3]2[C:2](=[CH:8][CH:7]=[CH:6][CH:5]=2)[CH:1]=[N:16][C:11]1=[O:14]. The catalyst class is: 141. (5) Reactant: Cl[CH2:2][CH2:3][CH2:4][NH:5][C:6]([C:8]1[C:9]([C:14]2[CH:19]=[CH:18][CH:17]=[CH:16][CH:15]=2)=[N:10][O:11][C:12]=1[CH3:13])=[O:7].Br.Br.[Cl:22][C:23]1[CH:24]=[CH:25][C:26]([OH:35])=[C:27]([N:29]2[CH2:34][CH2:33][NH:32][CH2:31][CH2:30]2)[CH:28]=1.C(=O)([O-])[O-].[K+].[K+]. Product: [Cl:22][C:23]1[CH:24]=[CH:25][C:26]([OH:35])=[C:27]([N:29]2[CH2:30][CH2:31][N:32]([CH2:2][CH2:3][CH2:4][NH:5][C:6]([C:8]3[C:9]([C:14]4[CH:19]=[CH:18][CH:17]=[CH:16][CH:15]=4)=[N:10][O:11][C:12]=3[CH3:13])=[O:7])[CH2:33][CH2:34]2)[CH:28]=1. The catalyst class is: 22. (6) Reactant: Cl[C:2]1[N:3]=[C:4]([NH:11][C:12]2[CH:17]=[C:16]([N:18]3[CH2:22][CH2:21][CH2:20][C@@H:19]3[CH3:23])[CH:15]=[C:14](OC)[CH:13]=2)[C:5]2[N:10]=[CH:9][S:8][C:6]=2[N:7]=1.CC1(C)C(C)(C)OB([C:34]2[CH:42]=[CH:41][C:37]([C:38]([NH2:40])=[O:39])=[CH:36][CH:35]=2)O1.CC(C1C=C(C(C)C)C(C2C=CC=CC=2P(C2CCCCC2)C2CCCCC2)=C(C(C)C)C=1)C.C([O-])([O-])=O.[Na+].[Na+]. Product: [CH3:23][C@H:19]1[CH2:20][CH2:21][CH2:22][N:18]1[C:16]1[CH:17]=[C:12]([NH:11][C:4]2[C:5]3[N:10]=[CH:9][S:8][C:6]=3[N:7]=[C:2]([C:34]3[CH:42]=[CH:41][C:37]([C:38]([NH2:40])=[O:39])=[CH:36][CH:35]=3)[N:3]=2)[CH:13]=[CH:14][CH:15]=1. The catalyst class is: 333. (7) Reactant: [Cl:1][C:2]1[CH:11]=[C:10]2[C:5]([N:6]=[CH:7][C:8]([NH:12][C@H:13]3[CH2:16][C@H:15]([NH:17][C:18]4[C:23]([NH2:24])=[CH:22][CH:21]=[CH:20][N:19]=4)[CH2:14]3)=[N:9]2)=[CH:4][CH:3]=1.[C:25](OC)(OC)(OC)[O:26][CH3:27].C(O)(=O)CC. Product: [Cl:1][C:2]1[CH:11]=[C:10]2[C:5]([N:6]=[CH:7][C:8]([NH:12][C@H:13]3[CH2:16][C@H:15]([N:17]4[C:18]5=[N:19][CH:20]=[CH:21][CH:22]=[C:23]5[N:24]=[C:25]4[O:26][CH3:27])[CH2:14]3)=[N:9]2)=[CH:4][CH:3]=1. The catalyst class is: 6. (8) Reactant: [CH3:1][C:2]([C:5]([NH2:7])=[NH:6])([CH3:4])[CH3:3].Cl.[Cl:9][C:10](Cl)(Cl)[S:11]Cl.[OH-].[Na+]. Product: [C:2]([C:5]1[N:7]=[C:10]([Cl:9])[S:11][N:6]=1)([CH3:4])([CH3:3])[CH3:1]. The catalyst class is: 46.